Dataset: Forward reaction prediction with 1.9M reactions from USPTO patents (1976-2016). Task: Predict the product of the given reaction. (1) Given the reactants [CH3:1][N:2]1[CH:7]=[C:6](B2OC(C)(C)C(C)(C)O2)[CH:5]=[C:4]([N:17]2[CH2:22][CH2:21][O:20][CH2:19][CH2:18]2)[C:3]1=[O:23].Br[C:25]1[CH:26]=[C:27]([NH2:32])[CH:28]=[N:29][C:30]=1[Cl:31].C(=O)([O-])[O-].[Na+].[Na+], predict the reaction product. The product is: [NH2:32][C:27]1[CH:26]=[C:25]([C:6]2[CH:5]=[C:4]([N:17]3[CH2:18][CH2:19][O:20][CH2:21][CH2:22]3)[C:3](=[O:23])[N:2]([CH3:1])[CH:7]=2)[C:30]([Cl:31])=[N:29][CH:28]=1. (2) Given the reactants [O-:1][CH2:2][CH3:3].[Na+].[Na].[Cl:6][C:7]1[CH:12]=[C:11]([N+:13]([O-:15])=[O:14])[C:10](Cl)=[CH:9][C:8]=1Cl.C(O)(=O)[CH2:19][C:20](CC(O)=O)(C(O)=O)[OH:21], predict the reaction product. The product is: [Cl:6][C:7]1[CH:12]=[C:11]([N+:13]([O-:15])=[O:14])[C:10]([O:1][CH2:2][CH3:3])=[CH:9][C:8]=1[O:21][CH2:20][CH3:19]. (3) Given the reactants [NH2:1][C:2]1[CH:11]=[CH:10][C:5]([C:6]([O:8][CH3:9])=[O:7])=[CH:4][C:3]=1[CH:12]=[CH2:13], predict the reaction product. The product is: [NH2:1][C:2]1[CH:11]=[CH:10][C:5]([C:6]([O:8][CH3:9])=[O:7])=[CH:4][C:3]=1[CH2:12][CH3:13]. (4) Given the reactants [OH-:1].[Na+].[O:3]1[CH2:8][CH2:7][O:6][CH2:5][CH:4]1[C:9]#N.S(=O)(=O)(O)O.[OH2:16], predict the reaction product. The product is: [O:3]1[CH2:8][CH2:7][O:6][CH2:5][CH:4]1[C:9]([OH:16])=[O:1].